From a dataset of Cav3 T-type calcium channel HTS with 100,875 compounds. Binary Classification. Given a drug SMILES string, predict its activity (active/inactive) in a high-throughput screening assay against a specified biological target. The drug is O1CCN(CC1)C(=O)Nc1oc2c(c(=O)c1)cccc2. The result is 0 (inactive).